Predict the reaction yield, written as a fraction of the theoretical maximum amount of product (1.0 means a 100% yield; for example, 0.34 means a 34% yield). From a dataset of Reaction yield outcomes from USPTO patents with 853,638 reactions. (1) The reactants are [C:1]([C:3]1[CH:8]=[C:7]([F:9])[CH:6]=[CH:5][C:4]=1[C:10]1[CH:15]=[CH:14][C:13]([CH2:16][CH:17]([C:23](=O)[CH2:24][CH2:25][CH3:26])[C:18](OCC)=[O:19])=[CH:12][CH:11]=1)#[N:2].[O:28]1[C:32]2([CH2:37][CH2:36][CH:35]([NH:38][C:39]3[NH:43][C:42]([CH3:44])=[N:41][N:40]=3)[CH2:34][CH2:33]2)[O:31][CH2:30][CH2:29]1.N12CCCN=C1CCCCC2.C(N(CC)C1C=CC=CC=1)C. The catalyst is C(OCC)(=O)C. The product is [O:28]1[C:32]2([CH2:33][CH2:34][CH:35]([N:38]3[C:18](=[O:19])[C:17]([CH2:16][C:13]4[CH:12]=[CH:11][C:10]([C:4]5[C:3]([C:1]#[N:2])=[CH:8][C:7]([F:9])=[CH:6][CH:5]=5)=[CH:15][CH:14]=4)=[C:23]([CH2:24][CH2:25][CH3:26])[N:40]4[N:41]=[C:42]([CH3:44])[N:43]=[C:39]34)[CH2:36][CH2:37]2)[O:31][CH2:30][CH2:29]1. The yield is 0.480. (2) The yield is 0.650. The catalyst is C(Cl)Cl. The reactants are [Cl:1][C:2]1[CH:3]=[C:4]([CH:16]=[CH:17][CH:18]=1)[O:5][CH2:6][C:7]([NH:9][CH:10]1[CH2:15][CH2:14][NH:13][CH2:12][CH2:11]1)=[O:8].[CH:19]([C:21]1[CH:25]=[CH:24][N:23]([C:26]2[CH:33]=[CH:32][C:29]([C:30]#[N:31])=[CH:28][CH:27]=2)[CH:22]=1)=O. The product is [Cl:1][C:2]1[CH:3]=[C:4]([CH:16]=[CH:17][CH:18]=1)[O:5][CH2:6][C:7]([NH:9][CH:10]1[CH2:15][CH2:14][N:13]([CH2:19][C:21]2[CH:25]=[CH:24][N:23]([C:26]3[CH:33]=[CH:32][C:29]([C:30]#[N:31])=[CH:28][CH:27]=3)[CH:22]=2)[CH2:12][CH2:11]1)=[O:8]. (3) No catalyst specified. The reactants are [Cl:1][C:2]1[CH:7]=[C:6]([N+:8]([O-])=O)[CH:5]=[CH:4][C:3]=1[S:11][C:12]1[S:13][C:14]2[CH:20]=[CH:19][C:18]([C:21]#[N:22])=[CH:17][C:15]=2[N:16]=1.O.O.[Sn](Cl)(Cl)(Cl)Cl. The product is [NH2:8][C:6]1[CH:5]=[CH:4][C:3]([S:11][C:12]2[S:13][C:14]3[CH:20]=[CH:19][C:18]([C:21]#[N:22])=[CH:17][C:15]=3[N:16]=2)=[C:2]([Cl:1])[CH:7]=1. The yield is 0.930. (4) The reactants are Cl.[CH3:2][C:3]1[N:4]([C:12]2[CH:17]=[CH:16][C:15]([C:18]([N:20]3[CH2:25][CH2:24][NH:23][CH2:22][CH2:21]3)=[O:19])=[CH:14][CH:13]=2)[C:5]2[C:10]([CH:11]=1)=[CH:9][CH:8]=[CH:7][CH:6]=2.[OH:26][C:27]1([C:30](O)=[O:31])[CH2:29][CH2:28]1.CN(C(ON1N=NC2C=CC=CC1=2)=[N+](C)C)C.F[P-](F)(F)(F)(F)F.CCN(C(C)C)C(C)C. The catalyst is CN(C)C=O.O. The product is [OH:26][C:27]1([C:30]([N:23]2[CH2:24][CH2:25][N:20]([C:18]([C:15]3[CH:16]=[CH:17][C:12]([N:4]4[C:5]5[C:10](=[CH:9][CH:8]=[CH:7][CH:6]=5)[CH:11]=[C:3]4[CH3:2])=[CH:13][CH:14]=3)=[O:19])[CH2:21][CH2:22]2)=[O:31])[CH2:29][CH2:28]1. The yield is 0.150.